This data is from TCR-epitope binding with 47,182 pairs between 192 epitopes and 23,139 TCRs. The task is: Binary Classification. Given a T-cell receptor sequence (or CDR3 region) and an epitope sequence, predict whether binding occurs between them. (1) The epitope is VLAWLYAAV. The TCR CDR3 sequence is CASSQENFGTSGRNEQYF. Result: 0 (the TCR does not bind to the epitope). (2) The epitope is ILGLPTQTV. The TCR CDR3 sequence is CASSQEPTGSSYNSPLHF. Result: 1 (the TCR binds to the epitope).